This data is from Reaction yield outcomes from USPTO patents with 853,638 reactions. The task is: Predict the reaction yield, written as a fraction of the theoretical maximum amount of product (1.0 means a 100% yield; for example, 0.34 means a 34% yield). The catalyst is C(O)C. The product is [Br:8][C:9]1[C:18]([CH:19]=[O:3])=[CH:17][C:16]2[C:15]([CH3:22])([CH3:21])[CH2:14][CH2:13][C:12]([CH3:24])([CH3:23])[C:11]=2[CH:10]=1. The reactants are [Na].[N+](C(C)C)([O-])=[O:3].[Br:8][C:9]1[C:18]([CH2:19]Br)=[CH:17][C:16]2[C:15]([CH3:22])([CH3:21])[CH2:14][CH2:13][C:12]([CH3:24])([CH3:23])[C:11]=2[CH:10]=1. The yield is 0.610.